From a dataset of Catalyst prediction with 721,799 reactions and 888 catalyst types from USPTO. Predict which catalyst facilitates the given reaction. Reactant: [F:1][C:2]([F:11])([F:10])[C:3]1[C:4]([NH2:9])=[N:5][CH:6]=[CH:7][CH:8]=1.[Cl:12]N1C(=O)CCC1=O. Product: [Cl:12][C:7]1[CH:8]=[C:3]([C:2]([F:1])([F:10])[F:11])[C:4]([NH2:9])=[N:5][CH:6]=1. The catalyst class is: 9.